Regression. Given a peptide amino acid sequence and an MHC pseudo amino acid sequence, predict their binding affinity value. This is MHC class I binding data. From a dataset of Peptide-MHC class I binding affinity with 185,985 pairs from IEDB/IMGT. (1) The peptide sequence is YISKVFEHV. The MHC is HLA-B15:01 with pseudo-sequence HLA-B15:01. The binding affinity (normalized) is 0.580. (2) The peptide sequence is VTFFCVMTY. The MHC is HLA-B08:02 with pseudo-sequence HLA-B08:02. The binding affinity (normalized) is 0.0847. (3) The peptide sequence is VEIALYQPI. The MHC is HLA-A29:02 with pseudo-sequence HLA-A29:02. The binding affinity (normalized) is 0. (4) The binding affinity (normalized) is 0.0342. The peptide sequence is VMETENALF. The MHC is HLA-B07:02 with pseudo-sequence HLA-B07:02. (5) The peptide sequence is GGRAYRHAM. The MHC is HLA-B07:02 with pseudo-sequence HLA-B07:02. The binding affinity (normalized) is 0.347.